Dataset: Forward reaction prediction with 1.9M reactions from USPTO patents (1976-2016). Task: Predict the product of the given reaction. (1) Given the reactants [Cl:1][C:2]1[CH:7]=[C:6]([Cl:8])[CH:5]=[CH:4][C:3]=1[C:9]1[N:10]([C:23]2[CH:28]=[CH:27][C:26]([O:29][S:30]([CH2:33][CH2:34][C:35]([F:38])([F:37])[F:36])(=[O:32])=[O:31])=[CH:25][CH:24]=2)[C:11]([CH3:22])=[C:12]([C:14]([O:16]CC(Cl)(Cl)Cl)=[O:15])[N:13]=1, predict the reaction product. The product is: [Cl:1][C:2]1[CH:7]=[C:6]([Cl:8])[CH:5]=[CH:4][C:3]=1[C:9]1[N:10]([C:23]2[CH:24]=[CH:25][C:26]([O:29][S:30]([CH2:33][CH2:34][C:35]([F:37])([F:38])[F:36])(=[O:31])=[O:32])=[CH:27][CH:28]=2)[C:11]([CH3:22])=[C:12]([C:14]([OH:16])=[O:15])[N:13]=1. (2) Given the reactants [CH:1]1([NH:7][C:8]2[CH:17]=[CH:16][C:11]([C:12]([O:14][CH3:15])=[O:13])=[CH:10][C:9]=2[N+:18]([O-])=O)[CH2:6][CH2:5][CH2:4][CH2:3][CH2:2]1.[H][H], predict the reaction product. The product is: [NH2:18][C:9]1[CH:10]=[C:11]([CH:16]=[CH:17][C:8]=1[NH:7][CH:1]1[CH2:6][CH2:5][CH2:4][CH2:3][CH2:2]1)[C:12]([O:14][CH3:15])=[O:13].